Dataset: Catalyst prediction with 721,799 reactions and 888 catalyst types from USPTO. Task: Predict which catalyst facilitates the given reaction. (1) Reactant: [CH3:1][N:2]([C:4]([NH:6][C:7]([NH2:9])=[NH:8])=[NH:5])[CH3:3].[ClH:10]. Product: [CH3:1][N:2]([C:4]([N:6]=[C:7]([NH2:9])[NH2:8])=[NH:5])[CH3:3].[ClH:10]. The catalyst class is: 21. (2) Reactant: [CH3:1][C:2]1[N:6]2[CH:7]=[CH:8][CH:9]=[CH:10][C:5]2=[N:4][C:3]=1[CH2:11][C@@H:12]1[CH2:17][CH2:16][CH2:15][CH2:14][N:13]1C(OC(C)(C)C)=O.C(O)(C(F)(F)F)=O. Product: [CH3:1][C:2]1[N:6]2[CH:7]=[CH:8][CH:9]=[CH:10][C:5]2=[N:4][C:3]=1[CH2:11][C@@H:12]1[CH2:17][CH2:16][CH2:15][CH2:14][NH:13]1. The catalyst class is: 2. (3) Reactant: [OH-].[K+].FC(F)(F)C([N:7]1[CH2:12][CH2:11][CH2:10][CH:9]([O:13][CH2:14][C:15]2[CH:20]=[CH:19][C:18]([O:21][C:22]3[CH:27]=[CH:26][C:25]([F:28])=[CH:24][CH:23]=3)=[CH:17][CH:16]=2)[CH2:8]1)=O.O. Product: [F:28][C:25]1[CH:26]=[CH:27][C:22]([O:21][C:18]2[CH:17]=[CH:16][C:15]([CH2:14][O:13][CH:9]3[CH2:10][CH2:11][CH2:12][NH:7][CH2:8]3)=[CH:20][CH:19]=2)=[CH:23][CH:24]=1. The catalyst class is: 5. (4) Reactant: [CH2:1]([N:8]([CH3:20])[C:9]1[CH:18]=[N:17][C:16]2[C:11](=[CH:12][CH:13]=[C:14](Cl)[CH:15]=2)[N:10]=1)[C:2]1[CH:7]=[CH:6][CH:5]=[CH:4][CH:3]=1.[C:21]([N:28]1[CH:32]=[C:31](B2OC(C)(C)C(C)(C)O2)[CH:30]=[N:29]1)([O:23][C:24]([CH3:27])([CH3:26])[CH3:25])=[O:22].C(=O)([O-])[O-].[Cs+].[Cs+].[I-].[K+]. Product: [C:24]([O:23][C:21]([N:28]1[CH:32]=[C:31]([C:14]2[CH:15]=[C:16]3[C:11](=[CH:12][CH:13]=2)[N:10]=[C:9]([N:8]([CH2:1][C:2]2[CH:7]=[CH:6][CH:5]=[CH:4][CH:3]=2)[CH3:20])[CH:18]=[N:17]3)[CH:30]=[N:29]1)=[O:22])([CH3:27])([CH3:25])[CH3:26]. The catalyst class is: 12. (5) Reactant: [F:1][C:2]1[CH:17]=[CH:16][C:5]([CH2:6][C:7]2[CH:15]=[CH:14][CH:13]=[CH:12][C:8]=2[C:9](O)=[O:10])=[CH:4][CH:3]=1.CC(C)=O.[OH-].[Na+]. Product: [F:1][C:2]1[CH:3]=[CH:4][C:5]([CH2:6][C:7]2[CH:15]=[CH:14][CH:13]=[CH:12][C:8]=2[CH2:9][OH:10])=[CH:16][CH:17]=1. The catalyst class is: 11. (6) Product: [CH3:41][C:40]1[CH:39]=[C:38]([CH3:42])[N:37]=[CH:36][C:35]=1[C:31]1[CH:30]=[C:29]([C:27]2[CH2:26][C:25](=[O:43])[NH:24][C:9]3[CH:10]=[C:11]([C:20]([F:22])([F:21])[F:23])[C:12]([O:14][CH2:15][C:16]([F:18])([F:19])[F:17])=[CH:13][C:8]=3[N:7]=2)[CH:34]=[CH:33][CH:32]=1. Reactant: C(OC(=O)[NH:7][C:8]1[CH:13]=[C:12]([O:14][CH2:15][C:16]([F:19])([F:18])[F:17])[C:11]([C:20]([F:23])([F:22])[F:21])=[CH:10][C:9]=1[NH:24][C:25](=[O:43])[CH2:26][C:27]([C:29]1[CH:34]=[CH:33][CH:32]=[C:31]([C:35]2[CH:36]=[N:37][C:38]([CH3:42])=[CH:39][C:40]=2[CH3:41])[CH:30]=1)=O)(C)(C)C.C(O)(C(F)(F)F)=O. The catalyst class is: 2.